This data is from Peptide-MHC class I binding affinity with 185,985 pairs from IEDB/IMGT. The task is: Regression. Given a peptide amino acid sequence and an MHC pseudo amino acid sequence, predict their binding affinity value. This is MHC class I binding data. (1) The peptide sequence is EVRYIDITNI. The MHC is HLA-A02:06 with pseudo-sequence HLA-A02:06. The binding affinity (normalized) is 0.226. (2) The peptide sequence is AEFVFSCGI. The MHC is HLA-B40:01 with pseudo-sequence HLA-B40:01. The binding affinity (normalized) is 0.797. (3) The binding affinity (normalized) is 0.604. The MHC is HLA-A31:01 with pseudo-sequence HLA-A31:01. The peptide sequence is VLKIVRKMER. (4) The peptide sequence is TVEFDRDKVV. The MHC is HLA-A02:02 with pseudo-sequence HLA-A02:02. The binding affinity (normalized) is 0.104. (5) The peptide sequence is SQFNHWFGE. The MHC is HLA-A02:06 with pseudo-sequence HLA-A02:06. The binding affinity (normalized) is 0.588. (6) The peptide sequence is IDSMFLMTA. The MHC is HLA-A02:01 with pseudo-sequence HLA-A02:01. The binding affinity (normalized) is 0.0514. (7) The peptide sequence is RARRLRRAL. The MHC is HLA-B83:01 with pseudo-sequence HLA-B83:01. The binding affinity (normalized) is 0.213.